This data is from Forward reaction prediction with 1.9M reactions from USPTO patents (1976-2016). The task is: Predict the product of the given reaction. Given the reactants [OH:1][C:2]1[CH:7]=[CH:6][C:5]([CH2:8][CH2:9][C:10](OCC)=[O:11])=[CH:4][C:3]=1[O:15][CH3:16].CC(C[AlH]CC(C)C)C, predict the reaction product. The product is: [OH:1][C:2]1[CH:7]=[CH:6][C:5]([CH2:8][CH2:9][CH:10]=[O:11])=[CH:4][C:3]=1[O:15][CH3:16].